This data is from Full USPTO retrosynthesis dataset with 1.9M reactions from patents (1976-2016). The task is: Predict the reactants needed to synthesize the given product. (1) Given the product [CH3:21][O:22][C:23]1[CH:24]=[C:25]([CH3:49])[C:26]([S:30]([N:33]2[C@H:42]([CH2:43][O:44][CH2:45][C:46]([N:11]3[CH2:12][CH2:13][N:8]([CH:5]4[CH2:4][CH2:3][N:2]([CH3:1])[CH2:7][CH2:6]4)[CH2:9][CH2:10]3)=[O:47])[CH2:41][C:40]3[C:35](=[CH:36][CH:37]=[CH:38][CH:39]=3)[CH2:34]2)(=[O:32])=[O:31])=[C:27]([CH3:29])[CH:28]=1, predict the reactants needed to synthesize it. The reactants are: [CH3:1][N:2]1[CH2:7][CH2:6][CH:5]([N:8]2[CH2:13][CH2:12][NH:11][CH2:10][CH2:9]2)[CH2:4][CH2:3]1.CN1CCOCC1.[CH3:21][O:22][C:23]1[CH:28]=[C:27]([CH3:29])[C:26]([S:30]([N:33]2[C@H:42]([CH2:43][O:44][CH2:45][C:46](O)=[O:47])[CH2:41][C:40]3[C:35](=[CH:36][CH:37]=[CH:38][CH:39]=3)[CH2:34]2)(=[O:32])=[O:31])=[C:25]([CH3:49])[CH:24]=1.F[P-](F)(F)(F)(F)F.N1(O[P+](N(C)C)(N(C)C)N(C)C)C2C=CC=CC=2N=N1. (2) Given the product [C:1]([O:5][C:6]([N:8]1[CH2:9][C@@H:10]([NH:35][S:51]([C:46]2[CH:47]=[CH:48][CH:49]=[CH:50][C:45]=2[N+:42]([O-:44])=[O:43])(=[O:52])=[O:53])[CH2:11][C@@H:12]([C:14](=[O:34])[N:15]([CH:31]2[CH2:33][CH2:32]2)[CH2:16][C:17]2[C:25]3[C:20](=[CH:21][CH:22]=[CH:23][CH:24]=3)[N:19]([CH2:26][CH2:27][CH2:28][O:29][CH3:30])[CH:18]=2)[CH2:13]1)=[O:7])([CH3:4])([CH3:2])[CH3:3], predict the reactants needed to synthesize it. The reactants are: [C:1]([O:5][C:6]([N:8]1[CH2:13][C@H:12]([C:14](=[O:34])[N:15]([CH:31]2[CH2:33][CH2:32]2)[CH2:16][C:17]2[C:25]3[C:20](=[CH:21][CH:22]=[CH:23][CH:24]=3)[N:19]([CH2:26][CH2:27][CH2:28][O:29][CH3:30])[CH:18]=2)[CH2:11][C@H:10]([NH2:35])[CH2:9]1)=[O:7])([CH3:4])([CH3:3])[CH3:2].N1C=CC=CC=1.[N+:42]([C:45]1[CH:50]=[CH:49][CH:48]=[CH:47][C:46]=1[S:51](Cl)(=[O:53])=[O:52])([O-:44])=[O:43]. (3) Given the product [O:21]1[CH2:22][CH2:23][N:18]([C:2]2[CH:3]=[CH:4][C:5]([N+:15]([O-:17])=[O:16])=[C:6]([NH:8][C:9]3[CH:14]=[CH:13][CH:12]=[CH:11][CH:10]=3)[CH:7]=2)[CH2:19][CH2:20]1, predict the reactants needed to synthesize it. The reactants are: Br[C:2]1[CH:3]=[CH:4][C:5]([N+:15]([O-:17])=[O:16])=[C:6]([NH:8][C:9]2[CH:14]=[CH:13][CH:12]=[CH:11][CH:10]=2)[CH:7]=1.[NH:18]1[CH2:23][CH2:22][O:21][CH2:20][CH2:19]1. (4) The reactants are: Cl.[NH2:2][CH:3]1[CH:8]2[CH:4]1[CH2:5][N:6]([CH2:9][C@@H:10]([C:12]1[C:13]([CH3:22])=[C:14]3[C:18](=[CH:19][CH:20]=1)[C:17](=[O:21])[O:16][CH2:15]3)[OH:11])[CH2:7]2.Cl[C:24]1[C:25]2[N:26]([CH:30]=[N:31][N:32]=2)[CH:27]=[CH:28][N:29]=1. Given the product [N:32]1[N:31]=[CH:30][N:26]2[CH:27]=[CH:28][N:29]=[C:24]([NH:2][CH:3]3[CH:8]4[CH:4]3[CH2:5][N:6]([CH2:9][C@@H:10]([C:12]3[C:13]([CH3:22])=[C:14]5[C:18](=[CH:19][CH:20]=3)[C:17](=[O:21])[O:16][CH2:15]5)[OH:11])[CH2:7]4)[C:25]=12, predict the reactants needed to synthesize it.